Dataset: Reaction yield outcomes from USPTO patents with 853,638 reactions. Task: Predict the reaction yield, written as a fraction of the theoretical maximum amount of product (1.0 means a 100% yield; for example, 0.34 means a 34% yield). (1) The reactants are [CH2:1]([O:3][C:4](=[O:29])[CH2:5][C:6]1[CH:11]=[CH:10][C:9]([NH:12][C:13]([NH:15][C:16]2[S:17][C:18](Br)=[CH:19][N:20]=2)=[O:14])=[C:8]([C:22]([CH:24]2[CH2:28][CH2:27][CH2:26][CH2:25]2)=[O:23])[CH:7]=1)[CH3:2].[SH:30][C:31]1[CH:36]=[CH:35][CH:34]=[CH:33][N:32]=1. No catalyst specified. The product is [CH2:1]([O:3][C:4](=[O:29])[CH2:5][C:6]1[CH:11]=[CH:10][C:9]([NH:12][C:13]([NH:15][C:16]2[S:17][C:18]([S:30][C:31]3[CH:36]=[CH:35][CH:34]=[CH:33][N:32]=3)=[CH:19][N:20]=2)=[O:14])=[C:8]([C:22]([CH:24]2[CH2:28][CH2:27][CH2:26][CH2:25]2)=[O:23])[CH:7]=1)[CH3:2]. The yield is 0.300. (2) The reactants are [NH2:1][C:2]1[CH:6]=[CH:5][NH:4][N:3]=1.CCO[C:10]([CH3:12])=O. No catalyst specified. The product is [N:1]1[CH:12]=[CH:10][CH:5]=[CH:6][C:2]=1[C:5]1[CH:6]=[C:2]([NH2:1])[NH:3][N:4]=1. The yield is 0.600. (3) The reactants are [C:1]1([S:7]([N:10]2[C:18]3[C:13](=[CH:14][CH:15]=[C:16]([Cl:19])[CH:17]=3)[CH:12]=[C:11]2[S:20](Cl)(=[O:22])=[O:21])(=[O:9])=[O:8])[CH:6]=[CH:5][CH:4]=[CH:3][CH:2]=1.[NH:24]1[CH2:29][CH2:28][NH:27][CH2:26][CH2:25]1. The catalyst is ClCCl. The product is [C:1]1([S:7]([N:10]2[C:18]3[C:13](=[CH:14][CH:15]=[C:16]([Cl:19])[CH:17]=3)[CH:12]=[C:11]2[S:20]([N:24]2[CH2:29][CH2:28][NH:27][CH2:26][CH2:25]2)(=[O:22])=[O:21])(=[O:9])=[O:8])[CH:6]=[CH:5][CH:4]=[CH:3][CH:2]=1. The yield is 0.680. (4) The yield is 0.847. The product is [Cl:1][C:2]1[CH:7]=[CH:6][C:5]2[N:4]([C:12]([CH:11]([F:15])[F:10])=[N:9][N:8]=2)[N:3]=1. The reactants are [Cl:1][C:2]1[N:3]=[N:4][C:5]([NH:8][NH2:9])=[CH:6][CH:7]=1.[F:10][CH:11]([F:15])[C:12](O)=O. No catalyst specified. (5) The reactants are CCN(C(C)C)C(C)C.[N:10]1[CH:15]=[CH:14][CH:13]=[CH:12][C:11]=1[N:16]1[CH:20]=[C:19]([C:21]([OH:23])=O)[N:18]=[N:17]1.C1C=CC2N(O)N=NC=2C=1.CCN=C=NCCCN(C)C.Cl.[NH2:46][CH2:47][C:48]([N:50]1[CH2:55][CH2:54][N:53]([C:56](=[O:68])[C:57]2[CH:62]=[C:61]([F:63])[CH:60]=[CH:59][C:58]=2[C:64]([F:67])([F:66])[F:65])[CH2:52][CH2:51]1)=[O:49]. The catalyst is CN(C=O)C.O. The product is [F:63][C:61]1[CH:60]=[CH:59][C:58]([C:64]([F:66])([F:65])[F:67])=[C:57]([CH:62]=1)[C:56]([N:53]1[CH2:54][CH2:55][N:50]([C:48](=[O:49])[CH2:47][NH:46][C:21]([C:19]2[N:18]=[N:17][N:16]([C:11]3[CH:12]=[CH:13][CH:14]=[CH:15][N:10]=3)[CH:20]=2)=[O:23])[CH2:51][CH2:52]1)=[O:68]. The yield is 0.807. (6) The reactants are [CH:1]1([C:7]([C:9]2[S:17][C:16]3[C:11](=[N:12][CH:13]=[C:14]([C:18]([F:21])([F:20])[F:19])[CH:15]=3)[C:10]=2[CH3:22])=O)[CH2:6][CH2:5][CH2:4][CH2:3][CH2:2]1.[NH2:23][C:24]1[CH:33]=[CH:32][C:27]([C:28]([O:30][CH3:31])=[O:29])=[CH:26][CH:25]=1.C(=O)([O-])O.[Na+].C([BH3-])#N.[Na+]. The catalyst is O1CCCC1.[Ti](Cl)(Cl)(Cl)Cl.C(O)(=O)C.C(Cl)Cl.C(N(CC)CC)C. The product is [CH:1]1([CH:7]([NH:23][C:24]2[CH:25]=[CH:26][C:27]([C:28]([O:30][CH3:31])=[O:29])=[CH:32][CH:33]=2)[C:9]2[S:17][C:16]3[C:11](=[N:12][CH:13]=[C:14]([C:18]([F:21])([F:20])[F:19])[CH:15]=3)[C:10]=2[CH3:22])[CH2:6][CH2:5][CH2:4][CH2:3][CH2:2]1. The yield is 0.680. (7) The reactants are [C:1]([NH2:4])(=[S:3])[CH3:2].Br[CH2:6][C:7]([C:9]1[CH:14]=[CH:13][C:12]([O:15][CH3:16])=[CH:11][CH:10]=1)=O. The catalyst is O. The product is [CH3:16][O:15][C:12]1[CH:13]=[CH:14][C:9]([C:7]2[N:4]=[C:1]([CH3:2])[S:3][CH:6]=2)=[CH:10][CH:11]=1. The yield is 0.690. (8) The reactants are [H-].[Al+3].[Li+].[H-].[H-].[H-].[CH3:7][O:8][C:9]1[CH:14]=[CH:13][C:12]([CH2:15][CH2:16][CH2:17][CH2:18][N:19]=[N+]=[N-])=[CH:11][CH:10]=1.O. The catalyst is C1COCC1. The product is [CH3:7][O:8][C:9]1[CH:14]=[CH:13][C:12]([CH2:15][CH2:16][CH2:17][CH2:18][NH2:19])=[CH:11][CH:10]=1. The yield is 0.940. (9) The reactants are C(N(CC)CC)C.[OH:8][CH2:9][CH2:10][NH:11][C:12](=[O:18])[O:13][C:14]([CH3:17])([CH3:16])[CH3:15].Cl.CN(C)C.[C:24]1([CH3:36])[CH:29]=[C:28]([CH3:30])[CH:27]=[C:26]([CH3:31])[C:25]=1[S:32](Cl)(=[O:34])=[O:33]. The catalyst is ClCCl.O. The product is [CH3:36][C:24]1[CH:29]=[C:28]([CH3:30])[CH:27]=[C:26]([CH3:31])[C:25]=1[S:32]([O:8][CH2:9][CH2:10][NH:11][C:12]([O:13][C:14]([CH3:15])([CH3:17])[CH3:16])=[O:18])(=[O:33])=[O:34]. The yield is 0.870.